This data is from Full USPTO retrosynthesis dataset with 1.9M reactions from patents (1976-2016). The task is: Predict the reactants needed to synthesize the given product. Given the product [CH3:24][O:25][C:26](=[O:39])[CH2:27][C@@H:28]([OH:38])[CH2:29][CH2:30][C:31]1[CH:36]=[CH:35][CH:34]=[C:33]([F:37])[CH:32]=1, predict the reactants needed to synthesize it. The reactants are: C1(C(C2C=CC=CC=2)([C@@H]2CCCN2)O)C=CC=CC=1.B.CSC.[CH3:24][O:25][C:26](=[O:39])[CH2:27][C:28](=[O:38])[CH2:29][CH2:30][C:31]1[CH:36]=[CH:35][CH:34]=[C:33]([F:37])[CH:32]=1.